From a dataset of Catalyst prediction with 721,799 reactions and 888 catalyst types from USPTO. Predict which catalyst facilitates the given reaction. (1) Reactant: [CH3:1][C:2]1[N:29]=[C:5]2[NH:6][C:7](=[O:28])[C:8]([CH2:13][C:14]3[CH:19]=[CH:18][C:17]([C:20]4[C:21]([C:26]#[N:27])=[CH:22][CH:23]=[CH:24][CH:25]=4)=[CH:16][CH:15]=3)=[C:9]([CH2:10][CH2:11][CH3:12])[N:4]2[N:3]=1.I[CH:31]([CH3:33])[CH3:32].C(=O)([O-])[O-].[K+].[K+].CN(C)C(=O)C. Product: [CH3:1][C:2]1[N:29]=[C:5]2[N:6]([CH:31]([CH3:33])[CH3:32])[C:7](=[O:28])[C:8]([CH2:13][C:14]3[CH:19]=[CH:18][C:17]([C:20]4[C:21]([C:26]#[N:27])=[CH:22][CH:23]=[CH:24][CH:25]=4)=[CH:16][CH:15]=3)=[C:9]([CH2:10][CH2:11][CH3:12])[N:4]2[N:3]=1. The catalyst class is: 13. (2) Reactant: [I:1][C:2]1[NH:10][C:9]2[CH2:8][CH2:7][NH:6][C:5](=[O:11])[C:4]=2[CH:3]=1.[C:12]([O-])([O-])=O.[Cs+].[Cs+].CI. Product: [I:1][C:2]1[N:10]([CH3:12])[C:9]2[CH2:8][CH2:7][NH:6][C:5](=[O:11])[C:4]=2[CH:3]=1. The catalyst class is: 3. (3) The catalyst class is: 2. Reactant: [C:1]1([C:7]2[O:11][N:10]=[C:9]([C:12]([OH:14])=O)[CH:8]=2)[CH:6]=[CH:5][CH:4]=[CH:3][CH:2]=1.C1N=CN(C(N2C=NC=C2)=O)C=1.[NH2:27][CH2:28][CH2:29][NH:30][C:31](=[O:37])[O:32][C:33]([CH3:36])([CH3:35])[CH3:34].CCN(C(C)C)C(C)C. Product: [C:1]1([C:7]2[O:11][N:10]=[C:9]([C:12]([NH:27][CH2:28][CH2:29][NH:30][C:31](=[O:37])[O:32][C:33]([CH3:35])([CH3:34])[CH3:36])=[O:14])[CH:8]=2)[CH:2]=[CH:3][CH:4]=[CH:5][CH:6]=1. (4) Reactant: [Br:1][C:2]1[C:3](F)=[N:4][CH:5]=[CH:6][CH:7]=1.[CH3:9][C:10]([CH3:13])([O-:12])[CH3:11].[K+]. Product: [Br:1][C:2]1[C:3]([O:12][C:10]([CH3:13])([CH3:11])[CH3:9])=[N:4][CH:5]=[CH:6][CH:7]=1. The catalyst class is: 7. (5) Reactant: C(OC(C1C(O)=CC2C(=CC(O[CH2:23][C:24]([N:26]3[CH2:31][CH2:30][O:29][CH2:28][CH2:27]3)=[O:25])=CC=2)C=1)=O)C1C=CC=CC=1.N1CCOCC1.[Br:38]CC(Br)=O.C(N(CC)CC)C. Product: [Br:38][CH2:23][C:24]([N:26]1[CH2:31][CH2:30][O:29][CH2:28][CH2:27]1)=[O:25]. The catalyst class is: 28. (6) Reactant: [Cl:1][C:2]1[CH:3]=[CH:4][C:5]([O:12][CH2:13][C:14]([N:16]2[C@@H:21]([CH3:22])[CH2:20][O:19][C@H:18]([CH2:23][C:24]3[CH:29]=[CH:28][C:27]([F:30])=[CH:26][CH:25]=3)[CH2:17]2)=O)=[C:6]([NH:8][C:9]([NH2:11])=[O:10])[CH:7]=1. Product: [Cl:1][C:2]1[CH:3]=[CH:4][C:5]([O:12][CH2:13][CH2:14][N:16]2[C@@H:21]([CH3:22])[CH2:20][O:19][C@H:18]([CH2:23][C:24]3[CH:25]=[CH:26][C:27]([F:30])=[CH:28][CH:29]=3)[CH2:17]2)=[C:6]([NH:8][C:9]([NH2:11])=[O:10])[CH:7]=1. The catalyst class is: 36.